Task: Predict which catalyst facilitates the given reaction.. Dataset: Catalyst prediction with 721,799 reactions and 888 catalyst types from USPTO Reactant: [CH:1]1([C:6](=O)[CH2:7][N+:8]([O-:10])=[O:9])[CH2:5][CH2:4][CH2:3][CH2:2]1.S(O)(O)(=O)=O.[NH2:17][OH:18]. Product: [CH:1]1([C:6](=[N:17][OH:18])[CH2:7][N+:8]([O-:10])=[O:9])[CH2:5][CH2:4][CH2:3][CH2:2]1. The catalyst class is: 234.